The task is: Predict the reactants needed to synthesize the given product.. This data is from Full USPTO retrosynthesis dataset with 1.9M reactions from patents (1976-2016). (1) The reactants are: [C:1]1([S:7]([N:10]2[C:18]3[C:13](=[CH:14][C:15](SC)=[CH:16][CH:17]=3)[CH:12]=[C:11]2[CH2:21][C:22]2[O:26][C:25]([C:27]([O:29][CH2:30][CH3:31])=[O:28])=[CH:24][CH:23]=2)(=O)=[O:8])[CH:6]=[CH:5][CH:4]=[CH:3][CH:2]=1.O[O:33][S:34]([O-:36])=O.[K+].[C:38](=O)([O-])O.[Na+].[OH2:43]. Given the product [C:1]1([S:7]([N:10]2[C:18]3[C:13](=[CH:14][C:15]([S:34]([CH3:38])(=[O:36])=[O:33])=[CH:16][CH:17]=3)[CH:12]=[C:11]2[CH2:21][C:22]2[O:26][C:25]([C:27]([O:29][CH2:30][CH3:31])=[O:28])=[CH:24][CH:23]=2)(=[O:8])=[O:43])[CH:2]=[CH:3][CH:4]=[CH:5][CH:6]=1, predict the reactants needed to synthesize it. (2) Given the product [F:14][C:2]1([F:1])[O:7][C:6]2[CH:8]=[C:9]([F:12])[C:10]([N+:20]([O-:22])=[O:21])=[CH:11][C:5]=2[NH:4][C:3]1=[O:13], predict the reactants needed to synthesize it. The reactants are: [F:1][C:2]1([F:14])[O:7][C:6]2[CH:8]=[C:9]([F:12])[CH:10]=[CH:11][C:5]=2[NH:4][C:3]1=[O:13].S(=O)(=O)(O)O.[N+:20]([O-])([OH:22])=[O:21]. (3) The reactants are: Cl[C:2]1[CH:3]=[C:4]([C:16]([NH:18][CH2:19][C:20]2[C:21](=[O:28])[NH:22][C:23]([CH3:27])=[CH:24][C:25]=2[CH3:26])=[O:17])[C:5]2[C:10]([CH3:11])=[N:9][N:8]([C:12]([CH3:15])([CH3:14])[CH3:13])[C:6]=2[N:7]=1.[N:29]1([C:35]2[N:40]=[CH:39][C:38](B(O)O)=[CH:37][CH:36]=2)[CH2:34][CH2:33][O:32][CH2:31][CH2:30]1.COCCOC.C(=O)([O-])[O-].[Na+].[Na+]. Given the product [CH3:14][C:12]([N:8]1[C:6]2[N:7]=[C:2]([C:38]3[CH:39]=[N:40][C:35]([N:29]4[CH2:30][CH2:31][O:32][CH2:33][CH2:34]4)=[CH:36][CH:37]=3)[CH:3]=[C:4]([C:16]([NH:18][CH2:19][C:20]3[C:21](=[O:28])[NH:22][C:23]([CH3:27])=[CH:24][C:25]=3[CH3:26])=[O:17])[C:5]=2[C:10]([CH3:11])=[N:9]1)([CH3:13])[CH3:15], predict the reactants needed to synthesize it.